Task: Regression. Given two drug SMILES strings and cell line genomic features, predict the synergy score measuring deviation from expected non-interaction effect.. Dataset: NCI-60 drug combinations with 297,098 pairs across 59 cell lines (1) Drug 1: COC1=C(C=C2C(=C1)N=CN=C2NC3=CC(=C(C=C3)F)Cl)OCCCN4CCOCC4. Drug 2: CC1C(C(CC(O1)OC2CC(CC3=C2C(=C4C(=C3O)C(=O)C5=C(C4=O)C(=CC=C5)OC)O)(C(=O)C)O)N)O.Cl. Cell line: MDA-MB-435. Synergy scores: CSS=24.2, Synergy_ZIP=-3.70, Synergy_Bliss=2.36, Synergy_Loewe=-1.19, Synergy_HSA=1.27. (2) Cell line: HCC-2998. Drug 1: COC1=NC(=NC2=C1N=CN2C3C(C(C(O3)CO)O)O)N. Drug 2: CC12CCC3C(C1CCC2OP(=O)(O)O)CCC4=C3C=CC(=C4)OC(=O)N(CCCl)CCCl.[Na+]. Synergy scores: CSS=5.59, Synergy_ZIP=1.67, Synergy_Bliss=3.81, Synergy_Loewe=6.32, Synergy_HSA=4.01.